This data is from Reaction yield outcomes from USPTO patents with 853,638 reactions. The task is: Predict the reaction yield, written as a fraction of the theoretical maximum amount of product (1.0 means a 100% yield; for example, 0.34 means a 34% yield). (1) The reactants are [F:1][C:2]1[CH:7]=[CH:6][C:5]([CH2:8][C:9](=O)[CH3:10])=[C:4]([N+:12]([O-])=O)[CH:3]=1.[Sn](Cl)Cl.[C]=O. The catalyst is O1CCOCC1. The product is [F:1][C:2]1[CH:3]=[C:4]2[C:5]([CH:8]=[C:9]([CH3:10])[NH:12]2)=[CH:6][CH:7]=1. The yield is 0.440. (2) The reactants are [NH2:1][C:2]1[CH:30]=[CH:29][C:5]([O:6][C:7]2[C:16]3[C:11](=[CH:12][C:13]([O:19][CH2:20][C@@H:21]([OH:28])[CH2:22][N:23]([CH2:26][CH3:27])[CH2:24][CH3:25])=[C:14]([C:17]#[N:18])[CH:15]=3)[N:10]=[CH:9][CH:8]=2)=[CH:4][C:3]=1[Cl:31].[N:32]1[CH:37]=C[CH:35]=[CH:34][CH:33]=1.ClC(OC1C=CC=CC=1)=[O:40].C1(N)CC1.C(=O)(O)[O-].[Na+]. The catalyst is CN(C)C=O.C(OCC)(=O)C. The product is [Cl:31][C:3]1[CH:4]=[C:5]([O:6][C:7]2[C:16]3[C:11](=[CH:12][C:13]([O:19][CH2:20][C@@H:21]([OH:28])[CH2:22][N:23]([CH2:26][CH3:27])[CH2:24][CH3:25])=[C:14]([C:17]#[N:18])[CH:15]=3)[N:10]=[CH:9][CH:8]=2)[CH:29]=[CH:30][C:2]=1[NH:1][C:37]([NH:32][CH:33]1[CH2:35][CH2:34]1)=[O:40]. The yield is 0.405.